This data is from Catalyst prediction with 721,799 reactions and 888 catalyst types from USPTO. The task is: Predict which catalyst facilitates the given reaction. (1) Reactant: [H-].[Na+].[Si:3]([O:10][CH2:11][CH2:12][CH2:13][NH:14][C:15]1[C:20]([F:21])=[CH:19][N:18]=[C:17]([Cl:22])[N:16]=1)([C:6]([CH3:9])([CH3:8])[CH3:7])([CH3:5])[CH3:4].[CH3:23]I. Product: [Si:3]([O:10][CH2:11][CH2:12][CH2:13][N:14]([CH3:23])[C:15]1[C:20]([F:21])=[CH:19][N:18]=[C:17]([Cl:22])[N:16]=1)([C:6]([CH3:9])([CH3:7])[CH3:8])([CH3:5])[CH3:4]. The catalyst class is: 3. (2) Reactant: C(OC([N:8]1[CH2:12][CH2:11][CH2:10][CH:9]1[CH2:13][N:14]1[C:18]2[CH:19]=[C:20]([C:23]3[N:30]4[C:26]([S:27][CH:28]=[CH:29]4)=[N:25][C:24]=3[C:31]3[CH:36]=[CH:35][C:34]([F:37])=[CH:33][CH:32]=3)[CH:21]=[CH:22][C:17]=2[N:16]=[C:15]1[NH2:38])=O)(C)(C)C.C(O)(C(F)(F)F)=O. Product: [F:37][C:34]1[CH:35]=[CH:36][C:31]([C:24]2[N:25]=[C:26]3[N:30]([C:23]=2[C:20]2[CH:21]=[CH:22][C:17]4[N:16]=[C:15]([NH2:38])[N:14]([CH2:13][CH:9]5[CH2:10][CH2:11][CH2:12][NH:8]5)[C:18]=4[CH:19]=2)[CH:29]=[CH:28][S:27]3)=[CH:32][CH:33]=1. The catalyst class is: 2. (3) Reactant: Br.[Br:2][C:3]1[CH:4]=[C:5]2[C:9](=[CH:10][CH:11]=1)[CH2:8][CH:7]([NH2:12])[CH2:6]2.CN1CCOCC1.[CH3:20][C:21]1([CH3:34])[C@H:25]2[CH2:26][CH2:27][C@:22]1([CH2:29][S:30]([OH:33])(=[O:32])=[O:31])[C:23](=[O:28])[CH2:24]2. Product: [CH3:20][C:21]1([CH3:34])[C@H:25]2[CH2:26][CH2:27][C@:22]1([CH2:29][S:30]([OH:33])(=[O:32])=[O:31])[C:23](=[O:28])[CH2:24]2.[Br:2][C:3]1[CH:4]=[C:5]2[C:9](=[CH:10][CH:11]=1)[CH2:8][C@H:7]([NH2:12])[CH2:6]2. The catalyst class is: 5. (4) Reactant: ClC1C=C(C(OO)=[O:9])C=CC=1.[C:12]([Si:16]([CH3:26])([CH3:25])[O:17][C@:18]1([CH3:24])[CH2:23][CH2:22][CH2:21][CH:20]=[CH:19]1)([CH3:15])([CH3:14])[CH3:13].C(=O)([O-])O.[Na+].S([O-])([O-])=O.[Na+].[Na+]. Product: [C:12]([Si:16]([CH3:26])([CH3:25])[O:17][C@:18]1([CH3:24])[CH2:23][CH2:22][CH2:21][C@@H:20]2[C@H:19]1[O:9]2)([CH3:15])([CH3:14])[CH3:13]. The catalyst class is: 4. (5) Reactant: [CH3:1][C:2]([CH3:13])([CH3:12])[C:3]([NH:5][C:6]1[CH:11]=[CH:10][N:9]=[CH:8][CH:7]=1)=[O:4].[Li]CCCC.CN([CH:22]=[O:23])C. Product: [CH:22]([C:7]1[CH:8]=[N:9][CH:10]=[CH:11][C:6]=1[NH:5][C:3](=[O:4])[C:2]([CH3:13])([CH3:12])[CH3:1])=[O:23]. The catalyst class is: 220. (6) Reactant: CC1C=CC(S(O[CH2:12][CH:13]2[O:18][C:17]3[CH:19]=[C:20]([O:23][S:24]([C:27]([F:30])([F:29])[F:28])(=[O:26])=[O:25])[CH:21]=[CH:22][C:16]=3[O:15][CH2:14]2)(=O)=O)=CC=1.[CH2:31]([NH2:34])[CH:32]=[CH2:33]. Product: [F:28][C:27]([F:30])([F:29])[S:24]([O:23][C:20]1[CH:21]=[CH:22][C:16]2[O:15][CH2:14][CH:13]([CH2:12][NH:34][CH2:31][CH:32]=[CH2:33])[O:18][C:17]=2[CH:19]=1)(=[O:26])=[O:25]. The catalyst class is: 10. (7) Reactant: [Br-].[O:2]=[C:3]([C:15]1[CH:20]=[CH:19][CH:18]=[CH:17][CH:16]=1)[CH2:4][N+:5]12CN3CN(CN(C3)C1)C2.[ClH:21]. Product: [ClH:21].[NH2:5][CH2:4][C:3]([C:15]1[CH:20]=[CH:19][CH:18]=[CH:17][CH:16]=1)=[O:2]. The catalyst class is: 8.